Dataset: Catalyst prediction with 721,799 reactions and 888 catalyst types from USPTO. Task: Predict which catalyst facilitates the given reaction. Reactant: CO[C:3]1[CH:8]=[CH:7][C:6](B(O)O)=[CH:5][CH:4]=1.C(OC(=O)[NH:18][C@@H:19]([CH2:22][NH:23][C:24]1[C:29](Br)=[CH:28][N:27]=[C:26]([C:31]2[CH:36]=[C:35]([Cl:37])[CH:34]=[CH:33][C:32]=2[OH:38])[N:25]=1)[CH2:20][CH3:21])(C)(C)C.P([O-])([O-])([O-])=O.[K+].[K+].[K+].FC(F)(F)C(O)=O. Product: [NH2:18][C@H:19]([CH2:20][CH3:21])[CH2:22][NH:23][C:24]1[C:29]([C:3]2[CH:8]=[CH:7][CH:6]=[CH:5][CH:4]=2)=[CH:28][N:27]=[C:26]([C:31]2[CH:36]=[C:35]([Cl:37])[CH:34]=[CH:33][C:32]=2[OH:38])[N:25]=1. The catalyst class is: 395.